Task: Predict the reactants needed to synthesize the given product.. Dataset: Full USPTO retrosynthesis dataset with 1.9M reactions from patents (1976-2016) (1) Given the product [CH:9]1([C:2]2[CH:7]=[CH:6][N:5]=[C:4]([NH2:8])[CH:3]=2)[CH2:11][CH2:10]1, predict the reactants needed to synthesize it. The reactants are: Cl[C:2]1[CH:7]=[CH:6][N:5]=[C:4]([NH2:8])[CH:3]=1.[CH:9]1(B(O)O)[CH2:11][CH2:10]1.C(=O)([O-])[O-].[K+].[K+]. (2) Given the product [CH2:1]([O:3][C:4]([C:6]1[S:7][C:8]([CH3:11])=[C:9]([S:13]([Cl:12])(=[O:15])=[O:14])[CH:10]=1)=[O:5])[CH3:2], predict the reactants needed to synthesize it. The reactants are: [CH2:1]([O:3][C:4]([C:6]1[S:7][C:8]([CH3:11])=[CH:9][CH:10]=1)=[O:5])[CH3:2].[Cl:12][S:13](O)(=[O:15])=[O:14]. (3) The reactants are: [C:1]([C:5]1[CH:12]=[CH:11][C:8]([CH:9]=O)=[CH:7][CH:6]=1)([CH3:4])([CH3:3])[CH3:2].[NH2:13][C:14]1[S:15][C:16]([S:19]([C:22]2[CH:27]=[CH:26][C:25]([N+:28]([O-:30])=[O:29])=[CH:24][CH:23]=2)(=[O:21])=[O:20])=[CH:17][N:18]=1.C[O:32][C:33](=O)[C:34](=[O:44])[CH2:35][C:36](=[O:43])[C:37]1[CH:42]=[CH:41][N:40]=[CH:39][CH:38]=1. Given the product [C:1]([C:5]1[CH:12]=[CH:11][C:8]([CH:9]2[N:13]([C:14]3[S:15][C:16]([S:19]([C:22]4[CH:23]=[CH:24][C:25]([N+:28]([O-:30])=[O:29])=[CH:26][CH:27]=4)(=[O:20])=[O:21])=[CH:17][N:18]=3)[C:33](=[O:32])[C:34]([OH:44])=[C:35]2[C:36]([C:37]2[CH:42]=[CH:41][N:40]=[CH:39][CH:38]=2)=[O:43])=[CH:7][CH:6]=1)([CH3:4])([CH3:3])[CH3:2], predict the reactants needed to synthesize it. (4) Given the product [CH3:1][O:2][C:3]1[CH:4]=[CH:5][C:6]([N:9]2[CH:13]=[CH:12][C:11]([C:17]([O:19][CH2:20][CH3:21])=[O:18])=[N:10]2)=[CH:7][CH:8]=1, predict the reactants needed to synthesize it. The reactants are: [CH3:1][O:2][C:3]1[CH:8]=[CH:7][C:6]([N:9]2[C:13](C(O)=O)=[CH:12][C:11]([C:17]([O:19][CH2:20][CH3:21])=[O:18])=[N:10]2)=[CH:5][CH:4]=1.C(N(CC)CC)C. (5) The reactants are: [OH:1][C:2]([CH3:35])([CH3:34])[CH2:3][C@@:4]1([C:28]2[CH:33]=[CH:32][CH:31]=[CH:30][CH:29]=2)[O:9][C:8](=[O:10])[N:7]([C@H:11]([C:13]2[CH:18]=[CH:17][C:16](B3OC(C)(C)C(C)(C)O3)=[CH:15][CH:14]=2)[CH3:12])[CH2:6][CH2:5]1.Br[C:37]1[N:38]=[CH:39][S:40][CH:41]=1. Given the product [OH:1][C:2]([CH3:34])([CH3:35])[CH2:3][C@@:4]1([C:28]2[CH:33]=[CH:32][CH:31]=[CH:30][CH:29]=2)[O:9][C:8](=[O:10])[N:7]([C@H:11]([C:13]2[CH:14]=[CH:15][C:16]([C:37]3[N:38]=[CH:39][S:40][CH:41]=3)=[CH:17][CH:18]=2)[CH3:12])[CH2:6][CH2:5]1, predict the reactants needed to synthesize it.